This data is from Full USPTO retrosynthesis dataset with 1.9M reactions from patents (1976-2016). The task is: Predict the reactants needed to synthesize the given product. (1) Given the product [CH3:10][C:6]1[N:5]([CH2:4][CH2:3][CH2:1][CH2:15][CH2:16][CH2:17][C:18]#[N:19])[CH:9]=[CH:8][N:7]=1, predict the reactants needed to synthesize it. The reactants are: [C:1]([CH2:3][CH2:4][N:5]1[CH:9]=[CH:8][N:7]=[C:6]1[CH3:10])#N.BrCCC[CH2:15][CH2:16][CH2:17][C:18]#[N:19]. (2) Given the product [Br:1][C:2]1[N:3]=[C:4]([N:26]([CH2:35][C:36]2[CH:41]=[C:40]([O:42][CH2:43][CH3:44])[CH:39]=[C:38]([O:45][CH:46]([CH3:48])[CH3:47])[C:37]=2[F:49])[C:27]2[CH:28]=[CH:29][C:30]([C:31]([NH2:51])=[N:32][OH:50])=[CH:33][CH:34]=2)[N:5]([C:7]([C:8]2[CH:13]=[CH:12][CH:11]=[CH:10][CH:9]=2)([C:20]2[CH:25]=[CH:24][CH:23]=[CH:22][CH:21]=2)[C:14]2[CH:15]=[CH:16][CH:17]=[CH:18][CH:19]=2)[CH:6]=1, predict the reactants needed to synthesize it. The reactants are: [Br:1][C:2]1[N:3]=[C:4]([N:26]([CH2:35][C:36]2[CH:41]=[C:40]([O:42][CH2:43][CH3:44])[CH:39]=[C:38]([O:45][CH:46]([CH3:48])[CH3:47])[C:37]=2[F:49])[C:27]2[CH:34]=[CH:33][C:30]([C:31]#[N:32])=[CH:29][CH:28]=2)[N:5]([C:7]([C:20]2[CH:25]=[CH:24][CH:23]=[CH:22][CH:21]=2)([C:14]2[CH:19]=[CH:18][CH:17]=[CH:16][CH:15]=2)[C:8]2[CH:13]=[CH:12][CH:11]=[CH:10][CH:9]=2)[CH:6]=1.[OH2:50].[NH2:51]O.